This data is from Forward reaction prediction with 1.9M reactions from USPTO patents (1976-2016). The task is: Predict the product of the given reaction. (1) Given the reactants [CH3:1][N:2]1[C:10]2[C:5](=[CH:6][CH:7]=[CH:8][CH:9]=2)[C:4]([CH2:11][CH2:12][NH:13]C(=O)OC(C)(C)C)=[CH:3]1.C(O)(C(F)(F)F)=O, predict the reaction product. The product is: [CH3:1][N:2]1[C:10]2[C:5](=[CH:6][CH:7]=[CH:8][CH:9]=2)[C:4]([CH2:11][CH2:12][NH2:13])=[CH:3]1. (2) Given the reactants [CH2:1]([N:4]([CH2:17][CH2:18][CH3:19])[C:5]([C:7]1[CH:8]=[C:9]([CH:14]=[CH:15][CH:16]=1)[C:10]([O:12]C)=[O:11])=[O:6])[CH2:2][CH3:3].COC(C1C=C(C=CC=1)C(O)=O)=O.CN(C(ON1N=NC2C=CC=NC1=2)=[N+](C)C)C.F[P-](F)(F)(F)(F)F.C(NCCC)CC, predict the reaction product. The product is: [CH2:17]([N:4]([CH2:1][CH2:2][CH3:3])[C:5]([C:7]1[CH:8]=[C:9]([CH:14]=[CH:15][CH:16]=1)[C:10]([OH:12])=[O:11])=[O:6])[CH2:18][CH3:19]. (3) Given the reactants [Cl:1][C:2]1[CH:15]=[CH:14][C:5]([O:6][CH2:7][CH:8]2[CH2:13][CH2:12][CH2:11][NH:10][CH2:9]2)=[CH:4][CH:3]=1.[O:16]1[CH:20]=[CH:19][CH:18]=[C:17]1[C:21]1[CH:22]=[C:23]([CH:27]=[CH:28][CH:29]=1)[C:24](O)=[O:25].C(N(C(C)C)CC)(C)C.Cl.CN(C)CCCN=C=NCC, predict the reaction product. The product is: [Cl:1][C:2]1[CH:3]=[CH:4][C:5]([O:6][CH2:7][CH:8]2[CH2:13][CH2:12][CH2:11][N:10]([C:24]([C:23]3[CH:27]=[CH:28][CH:29]=[C:21]([C:17]4[O:16][CH:20]=[CH:19][CH:18]=4)[CH:22]=3)=[O:25])[CH2:9]2)=[CH:14][CH:15]=1.